From a dataset of Full USPTO retrosynthesis dataset with 1.9M reactions from patents (1976-2016). Predict the reactants needed to synthesize the given product. Given the product [C:13]([O:17][C:18]([N:20]1[CH2:25][CH2:24][CH:23]([NH:26][C:2]2[C:11]3[C:6](=[CH:7][CH:8]=[CH:9][CH:10]=3)[CH:5]=[C:4]([Cl:12])[N:3]=2)[CH2:22][CH2:21]1)=[O:19])([CH3:16])([CH3:14])[CH3:15], predict the reactants needed to synthesize it. The reactants are: Cl[C:2]1[C:11]2[C:6](=[CH:7][CH:8]=[CH:9][CH:10]=2)[CH:5]=[C:4]([Cl:12])[N:3]=1.[C:13]([O:17][C:18]([N:20]1[CH2:25][CH2:24][CH:23]([NH2:26])[CH2:22][CH2:21]1)=[O:19])([CH3:16])([CH3:15])[CH3:14].O(C(C)(C)C)[K].C1(P(C2C=CC=CC=2)C2C=CC3C(=CC=CC=3)C=2C2C3C(=CC=CC=3)C=CC=2P(C2C=CC=CC=2)C2C=CC=CC=2)C=CC=CC=1.